Dataset: Catalyst prediction with 721,799 reactions and 888 catalyst types from USPTO. Task: Predict which catalyst facilitates the given reaction. Reactant: [C:1]([C:5]1[CH:13]=[CH:12][C:8]([C:9](Cl)=[O:10])=[CH:7][CH:6]=1)([CH3:4])([CH3:3])[CH3:2].[S-:14][C:15]#[N:16].[K+]. The catalyst class is: 10. Product: [C:1]([C:5]1[CH:13]=[CH:12][C:8]([C:9]([N:16]=[C:15]=[S:14])=[O:10])=[CH:7][CH:6]=1)([CH3:4])([CH3:3])[CH3:2].